From a dataset of Acute oral toxicity (LD50) regression data from Zhu et al.. Regression/Classification. Given a drug SMILES string, predict its toxicity properties. Task type varies by dataset: regression for continuous values (e.g., LD50, hERG inhibition percentage) or binary classification for toxic/non-toxic outcomes (e.g., AMES mutagenicity, cardiotoxicity, hepatotoxicity). Dataset: ld50_zhu. (1) The rat oral LD50 is 2.47, given as -log10 of the dose in mol/kg body weight (higher means more acutely toxic). The molecule is CC1OCN=C(c2ccccc2)S1. (2) The drug is O=COCCOC=O. The rat oral LD50 is 1.89, given as -log10 of the dose in mol/kg body weight (higher means more acutely toxic).